From a dataset of Catalyst prediction with 721,799 reactions and 888 catalyst types from USPTO. Predict which catalyst facilitates the given reaction. (1) Reactant: [CH:1]1[C:10]2[C:5](=[CH:6][CH:7]=[CH:8][CH:9]=2)[CH:4]=[CH:3][C:2]=1[C:11]([O:13]C)=O.C(O)C.O.[NH2:19][NH2:20]. Product: [CH:1]1[C:10]2[C:5](=[CH:6][CH:7]=[CH:8][CH:9]=2)[CH:4]=[CH:3][C:2]=1[C:11]([NH:19][NH2:20])=[O:13]. The catalyst class is: 6. (2) Reactant: [F:1][C:2]([F:19])([F:18])[C:3]1[C:4]([N:9]2[CH2:14][CH2:13][N:12]([C:15]([NH2:17])=[NH:16])[CH2:11][CH2:10]2)=[N:5][CH:6]=[CH:7][CH:8]=1.[C:20]1([C:26](=O)[C:27]([C:29]2[CH:34]=[CH:33][C:32]([C:35]([F:38])([F:37])[F:36])=[CH:31][CH:30]=2)=O)[CH:25]=[CH:24][CH:23]=[CH:22][CH:21]=1.C(N(CC)C(C)C)(C)C. Product: [C:20]1([C:26]2[N:16]=[C:15]([N:12]3[CH2:13][CH2:14][N:9]([C:4]4[C:3]([C:2]([F:1])([F:18])[F:19])=[CH:8][CH:7]=[CH:6][N:5]=4)[CH2:10][CH2:11]3)[NH:17][C:27]=2[C:29]2[CH:30]=[CH:31][C:32]([C:35]([F:36])([F:37])[F:38])=[CH:33][CH:34]=2)[CH:21]=[CH:22][CH:23]=[CH:24][CH:25]=1. The catalyst class is: 5.